From a dataset of Full USPTO retrosynthesis dataset with 1.9M reactions from patents (1976-2016). Predict the reactants needed to synthesize the given product. (1) Given the product [OH:20][CH2:21][CH2:22][NH:23][C:24]([NH:26][C:27]1[S:28][C:29]2[C:35]([C:36]3[CH:41]=[CH:40][CH:39]=[CH:38][N:37]=3)=[CH:34][C:33]([C:9]3[CH:14]=[N:13][C:12]([C:15]([OH:18])([CH3:16])[CH3:17])=[N:11][CH:10]=3)=[CH:32][C:30]=2[N:31]=1)=[O:25], predict the reactants needed to synthesize it. The reactants are: CC1(C)C(C)(C)OB([C:9]2[CH:10]=[N:11][C:12]([C:15]([OH:18])([CH3:17])[CH3:16])=[N:13][CH:14]=2)O1.[OH:20][CH2:21][CH2:22][NH:23][C:24]([NH:26][C:27]1[S:28][C:29]2[C:35]([C:36]3[CH:41]=[CH:40][CH:39]=[CH:38][N:37]=3)=[CH:34][C:33](OS(C(F)(F)F)(=O)=O)=[CH:32][C:30]=2[N:31]=1)=[O:25].C([O-])([O-])=O.[Cs+].[Cs+]. (2) Given the product [Cl:1][C:2]1[CH:7]=[CH:6][CH:5]=[CH:4][C:3]=1[N:8]1[C:12]([CH:13]=[CH:14][C:26]2[CH:27]=[CH:28][C:23]([Cl:22])=[CH:24][CH:25]=2)=[C:11]2[CH2:15][N:16]([CH:19]([CH3:21])[CH3:20])[C:17](=[O:18])[C:10]2=[N:9]1, predict the reactants needed to synthesize it. The reactants are: [Cl:1][C:2]1[CH:7]=[CH:6][CH:5]=[CH:4][C:3]=1[N:8]1[C:12]([CH:13]=[CH2:14])=[C:11]2[CH2:15][N:16]([CH:19]([CH3:21])[CH3:20])[C:17](=[O:18])[C:10]2=[N:9]1.[Cl:22][C:23]1[CH:28]=[CH:27][C:26](I)=[CH:25][CH:24]=1.